Task: Binary Classification. Given a T-cell receptor sequence (or CDR3 region) and an epitope sequence, predict whether binding occurs between them.. Dataset: TCR-epitope binding with 47,182 pairs between 192 epitopes and 23,139 TCRs (1) The epitope is KLSYGIATV. The TCR CDR3 sequence is CASSQDELAGELFF. Result: 1 (the TCR binds to the epitope). (2) The epitope is QYDPVAALF. The TCR CDR3 sequence is CASSLAPGQANFLSNTGELFF. Result: 0 (the TCR does not bind to the epitope). (3) The epitope is FVDGVPFVV. The TCR CDR3 sequence is CASSYQFRTGKYEQYF. Result: 1 (the TCR binds to the epitope). (4) The epitope is VLQAVGACV. The TCR CDR3 sequence is CATSRAGGGTEAFF. Result: 0 (the TCR does not bind to the epitope).